This data is from Full USPTO retrosynthesis dataset with 1.9M reactions from patents (1976-2016). The task is: Predict the reactants needed to synthesize the given product. (1) The reactants are: [OH:1][C:2]1[CH:3]=[C:4]([C:14]([NH:16][C:17]2[CH:21]=[CH:20][N:19](C(OC(C)(C)C)=O)[N:18]=2)=[O:15])[CH:5]=[C:6]([O:8][C@@H:9]([CH3:13])[CH2:10][O:11][CH3:12])[CH:7]=1.[N:29]1([C:33]([C:35]2[CH:36]=[CH:37][C:38](Cl)=[N:39][CH:40]=2)=[O:34])[CH2:32][CH2:31][CH2:30]1.C(=O)([O-])[O-].[K+].[K+]. Given the product [N:29]1([C:33]([C:35]2[CH:36]=[CH:37][C:38]([O:1][C:2]3[CH:3]=[C:4]([CH:5]=[C:6]([O:8][C@@H:9]([CH3:13])[CH2:10][O:11][CH3:12])[CH:7]=3)[C:14]([NH:16][C:17]3[CH:21]=[CH:20][NH:19][N:18]=3)=[O:15])=[N:39][CH:40]=2)=[O:34])[CH2:32][CH2:31][CH2:30]1, predict the reactants needed to synthesize it. (2) Given the product [ClH:5].[Cl:5][C:18]1[C:13]([N:10]2[CH2:11][CH2:12][CH2:8][C@@H:7]([NH:6][CH:2]([CH3:3])[CH3:1])[CH2:9]2)=[C:14]2[C:22]([NH:23][C:24](=[O:31])[C:25]3[CH:30]=[CH:29][CH:28]=[N:27][CH:26]=3)=[CH:21][NH:20][C:15]2=[N:16][CH:17]=1, predict the reactants needed to synthesize it. The reactants are: [CH3:1][C:2](=O)[CH3:3].[ClH:5].[NH2:6][CH2:7][C@@H:8]1[CH2:12][CH2:11][N:10]([C:13]2[C:18](Br)=[CH:17][N:16]=[C:15]3[NH:20][CH:21]=[C:22]([NH:23][C:24](=[O:31])[C:25]4[CH:30]=[CH:29][CH:28]=[N:27][CH:26]=4)[C:14]=23)[CH2:9]1. (3) Given the product [CH3:1][N:2]([CH3:16])[C:3]1([C:10]2[CH:15]=[CH:14][CH:13]=[CH:12][CH:11]=2)[CH2:8][CH2:7][C:6](=[CH:25][C:26]#[N:27])[CH2:5][CH2:4]1, predict the reactants needed to synthesize it. The reactants are: [CH3:1][N:2]([CH3:16])[C:3]1([C:10]2[CH:15]=[CH:14][CH:13]=[CH:12][CH:11]=2)[CH2:8][CH2:7][C:6](=O)[CH2:5][CH2:4]1.C(OP([CH2:25][C:26]#[N:27])(=O)OCC)C.[OH-].[Na+]. (4) Given the product [CH:12]([C:11]1[C:3]([CH2:1][CH3:2])=[N:4][N:5]2[CH:10]=[CH:9][CH:8]=[CH:7][C:6]=12)([CH2:13][CH3:14])[CH3:15], predict the reactants needed to synthesize it. The reactants are: [CH2:1]([C:3]1[C:11](/[C:12](/[CH3:15])=[CH:13]\[CH3:14])=[C:6]2[CH:7]=[CH:8][CH:9]=[CH:10][N:5]2[N:4]=1)[CH3:2].C(C1C(C(CC)=C)=C2C=CC=CN2N=1)C.C1CCCCC=1. (5) Given the product [NH:39]1[CH:38]=[C:37]([C:2]2[CH:3]=[CH:4][C:5]3[C:11]4[S:12][C:13]([C:15]5[N:16]([C:21]6[CH:26]=[CH:25][CH:24]=[CH:23][C:22]=6[Cl:27])[C:17]([NH2:20])=[N:18][N:19]=5)=[CH:14][C:10]=4[CH2:9][CH2:8][O:7][C:6]=3[CH:28]=2)[CH:41]=[N:40]1, predict the reactants needed to synthesize it. The reactants are: Br[C:2]1[CH:3]=[CH:4][C:5]2[C:11]3[S:12][C:13]([C:15]4[N:16]([C:21]5[CH:26]=[CH:25][CH:24]=[CH:23][C:22]=5[Cl:27])[C:17]([NH2:20])=[N:18][N:19]=4)=[CH:14][C:10]=3[CH2:9][CH2:8][O:7][C:6]=2[CH:28]=1.CC1(C)C(C)(C)OB([C:37]2[CH:38]=[N:39][NH:40][CH:41]=2)O1. (6) Given the product [F:1][C:2]1[CH:7]=[CH:6][CH:5]=[C:4]([O:8][CH2:9][CH:10]([CH3:12])[CH3:11])[C:3]=1[CH:20]=[O:21], predict the reactants needed to synthesize it. The reactants are: [F:1][C:2]1[CH:7]=[CH:6][CH:5]=[C:4]([O:8][CH2:9][CH:10]([CH3:12])[CH3:11])[CH:3]=1.[Li]C(CC)C.CN(C)[CH:20]=[O:21]. (7) Given the product [CH2:34]([N:9]1[CH2:8][CH2:7][N:12]2[C:13]([C:22](=[O:62])[CH2:59][C:44]3[CH:43]=[C:42]([CH3:41])[C:50]4[C:46](=[CH:47][N:48]([CH2:51][O:52][CH2:53][CH2:54][Si:55]([CH3:56])([CH3:57])[CH3:58])[N:49]=4)[CH:45]=3)=[N:14][CH:15]=[C:11]2[CH2:10]1)[C:35]1[CH:40]=[CH:39][CH:38]=[CH:37][CH:36]=1, predict the reactants needed to synthesize it. The reactants are: C1([CH:7]2[N:12]3[C:13]([CH:22](P(=O)([O-])[O-])NC4C=CC=CC=4)=[N:14][C:15](C4C=CC=CC=4)=[C:11]3[CH2:10][N:9]([CH2:34][C:35]3[CH:40]=[CH:39][CH:38]=[CH:37][CH:36]=3)[CH2:8]2)C=CC=CC=1.[CH3:41][C:42]1[C:50]2[C:46](=[CH:47][N:48]([CH2:51][O:52][CH2:53][CH2:54][Si:55]([CH3:58])([CH3:57])[CH3:56])[N:49]=2)[CH:45]=[C:44]([CH:59]=O)[CH:43]=1.C(=O)([O-])[O-:62].[Cs+].[Cs+].Cl.